Dataset: Catalyst prediction with 721,799 reactions and 888 catalyst types from USPTO. Task: Predict which catalyst facilitates the given reaction. (1) Reactant: [CH3:1][O:2][C:3]([C:5]1[CH:10]=[N:9][C:8](C=O)=[CH:7][N:6]=1)=[O:4].[CH2:13]([OH:16])[CH2:14][OH:15].O.[C:18]1(C)C=CC(S(O)(=O)=O)=CC=1. Product: [CH3:1][O:2][C:3]([C:5]1[C:10]([CH:18]2[O:16][CH2:13][CH2:14][O:15]2)=[N:9][CH:8]=[CH:7][N:6]=1)=[O:4]. The catalyst class is: 48. (2) Reactant: [O:1]=[C:2]1[CH:6]=[CH:5][C:4](=[O:7])[N:3]1[CH2:8][CH2:9][O:10][CH2:11][CH2:12][O:13][CH2:14][CH2:15][O:16][CH2:17][CH2:18][C:19](=[O:29])[NH:20][NH:21]C(OC(C)(C)C)=O.[F:30][C:31]([F:36])([F:35])[C:32]([OH:34])=[O:33]. Product: [F:30][C:31]([F:36])([F:35])[C:32]([OH:34])=[O:33].[O:7]=[C:4]1[CH:5]=[CH:6][C:2](=[O:1])[N:3]1[CH2:8][CH2:9][O:10][CH2:11][CH2:12][O:13][CH2:14][CH2:15][O:16][CH2:17][CH2:18][C:19]([NH:20][NH2:21])=[O:29]. The catalyst class is: 4.